This data is from Forward reaction prediction with 1.9M reactions from USPTO patents (1976-2016). The task is: Predict the product of the given reaction. Given the reactants [F:1][C:2]1[CH:11]=[CH:10][C:9]2[O:12][CH2:13][C:14](=[O:15])[N:7]3[C:8]=2[C:3]=1[CH:4]([CH:16]=O)[CH2:5][CH2:6]3.CO.[N:20]1[C:25]2[O:26][CH2:27][CH2:28][O:29][C:24]=2[CH:23]=[C:22]([CH2:30][N:31]([CH:39]2[CH2:44][CH2:43][NH:42][CH2:41][CH2:40]2)[C:32](=[O:38])[O:33][C:34]([CH3:37])([CH3:36])[CH3:35])[N:21]=1, predict the reaction product. The product is: [N:20]1[C:25]2[O:26][CH2:27][CH2:28][O:29][C:24]=2[CH:23]=[C:22]([CH2:30][N:31]([CH:39]2[CH2:44][CH2:43][N:42]([CH2:16][CH:4]3[C:3]4[C:8]5=[C:9]([O:12][CH2:13][C:14](=[O:15])[N:7]5[CH2:6][CH2:5]3)[CH:10]=[CH:11][C:2]=4[F:1])[CH2:41][CH2:40]2)[C:32](=[O:38])[O:33][C:34]([CH3:37])([CH3:36])[CH3:35])[N:21]=1.